From a dataset of Catalyst prediction with 721,799 reactions and 888 catalyst types from USPTO. Predict which catalyst facilitates the given reaction. (1) Reactant: F[C:2]1[CH:9]=[C:8]([CH3:10])[CH:7]=[CH:6][C:3]=1[C:4]#[N:5].[CH3:11][NH:12][S:13]([CH3:16])(=[O:15])=[O:14].O. Product: [C:4]([C:3]1[CH:6]=[CH:7][C:8]([CH3:10])=[CH:9][C:2]=1[N:12]([CH3:11])[S:13]([CH3:16])(=[O:15])=[O:14])#[N:5]. The catalyst class is: 37. (2) Reactant: [Br:1][C:2]1[S:6][C:5]([C:7]2([C@H:10]3[CH2:15][CH2:14][C@H:13]([C:16]([O:18][CH2:19][CH3:20])=[O:17])[CH2:12][CH2:11]3)[CH2:9][O:8]2)=[N:4][CH:3]=1.FC(F)(F)C(O)=O.C([SiH](CC)CC)C. Product: [Br:1][C:2]1[S:6][C:5]([CH:7]([C@H:10]2[CH2:15][CH2:14][C@H:13]([C:16]([O:18][CH2:19][CH3:20])=[O:17])[CH2:12][CH2:11]2)[CH2:9][OH:8])=[N:4][CH:3]=1. The catalyst class is: 2. (3) Reactant: CN(C)C=O.[F:6][C:7]1[CH:8]=[CH:9][C:10]([CH2:13][OH:14])=[N:11][CH:12]=1.[H-].[Na+].[F:17][C:18]1[CH:19]=[C:20]([CH:23]=[CH:24][C:25]=1F)[CH:21]=[O:22]. Product: [F:17][C:18]1[CH:19]=[C:20]([CH:23]=[CH:24][C:25]=1[O:14][CH2:13][C:10]1[CH:9]=[CH:8][C:7]([F:6])=[CH:12][N:11]=1)[CH:21]=[O:22]. The catalyst class is: 6. (4) Reactant: [CH2:1]([C:3]1[CH:4]=[N:5][C:6]([N:9]2[CH2:14][CH2:13][CH:12]([C@H:15]3[CH2:17][C@H:16]3[CH2:18][CH2:19][O:20][C:21]3[CH:26]=[CH:25][C:24]([CH2:27][C:28]([O:30]C)=[O:29])=[C:23]([F:32])[CH:22]=3)[CH2:11][CH2:10]2)=[N:7][CH:8]=1)[CH3:2].CO.[OH-].[Li+].Cl. Product: [CH2:1]([C:3]1[CH:4]=[N:5][C:6]([N:9]2[CH2:14][CH2:13][CH:12]([C@H:15]3[CH2:17][C@H:16]3[CH2:18][CH2:19][O:20][C:21]3[CH:26]=[CH:25][C:24]([CH2:27][C:28]([OH:30])=[O:29])=[C:23]([F:32])[CH:22]=3)[CH2:11][CH2:10]2)=[N:7][CH:8]=1)[CH3:2]. The catalyst class is: 30. (5) Reactant: [F:1][C:2]1[CH:3]=[C:4]([C:14]2([OH:21])[CH2:17][CH:16]([C:18](O)=[O:19])[CH2:15]2)[CH:5]=[CH:6][C:7]=1[CH2:8][N:9]1[CH2:13][CH2:12][CH2:11][CH2:10]1.CC[N:24]([CH:28]([CH3:30])C)[CH:25]([CH3:27])C.C(P1(=O)OP(=O)(CCC)OP(=O)(CCC)O1)CC.N1CCCC1. Product: [F:1][C:2]1[CH:3]=[C:4]([C:14]2([OH:21])[CH2:15][CH:16]([C:18]([N:24]3[CH2:25][CH2:27][CH2:30][CH2:28]3)=[O:19])[CH2:17]2)[CH:5]=[CH:6][C:7]=1[CH2:8][N:9]1[CH2:13][CH2:12][CH2:11][CH2:10]1. The catalyst class is: 1. (6) Reactant: [CH3:1][O:2][CH:3]([C:13]1[CH:18]=[CH:17][CH:16]=[CH:15][CH:14]=1)[C:4]([CH:6]1[C:11](=O)[CH2:10][CH2:9][O:8][CH2:7]1)=O.[CH3:19][C:20]1[N:21]([C:25]2[CH:30]=[CH:29][C:28]([NH:31][C:32]([NH2:34])=[NH:33])=[CH:27][CH:26]=2)[CH:22]=[CH:23][N:24]=1.C(=O)([O-])[O-].[K+].[K+].C(Cl)Cl. Product: [CH3:1][O:2][CH:3]([C:13]1[CH:18]=[CH:17][CH:16]=[CH:15][CH:14]=1)[C:4]1[C:6]2[CH2:7][O:8][CH2:9][CH2:10][C:11]=2[N:34]=[C:32]([NH:31][C:28]2[CH:29]=[CH:30][C:25]([N:21]3[CH:22]=[CH:23][N:24]=[C:20]3[CH3:19])=[CH:26][CH:27]=2)[N:33]=1. The catalyst class is: 88. (7) The catalyst class is: 30. Reactant: [NH2:1][C:2]([CH3:11])([CH2:5][CH2:6][C:7]([F:10])([F:9])[F:8])[C:3]#[N:4].C(=O)([O-])[O-].[K+].[K+].Cl[C:19]([O:21][CH2:22][C:23]1[CH:28]=[CH:27][CH:26]=[CH:25][CH:24]=1)=[O:20]. Product: [C:3]([C:2]([NH:1][C:19](=[O:20])[O:21][CH2:22][C:23]1[CH:28]=[CH:27][CH:26]=[CH:25][CH:24]=1)([CH2:5][CH2:6][C:7]([F:8])([F:9])[F:10])[CH3:11])#[N:4]. (8) Reactant: [Cl:1][C:2]1[CH:33]=[CH:32][C:5]([CH2:6][CH2:7][NH:8][C:9]([C:11]2[CH:31]=[CH:30][C:14]([O:15][C:16]3[CH:21]=[CH:20][C:19]([CH2:22][C:23]([O:25]C(C)(C)C)=[O:24])=[CH:18][CH:17]=3)=[CH:13][CH:12]=2)=[O:10])=[CH:4][CH:3]=1.C(O)(C(F)(F)F)=O. Product: [Cl:1][C:2]1[CH:3]=[CH:4][C:5]([CH2:6][CH2:7][NH:8][C:9]([C:11]2[CH:12]=[CH:13][C:14]([O:15][C:16]3[CH:21]=[CH:20][C:19]([CH2:22][C:23]([OH:25])=[O:24])=[CH:18][CH:17]=3)=[CH:30][CH:31]=2)=[O:10])=[CH:32][CH:33]=1. The catalyst class is: 2.